From a dataset of Forward reaction prediction with 1.9M reactions from USPTO patents (1976-2016). Predict the product of the given reaction. (1) Given the reactants CN(C(ON1N=NC2C=CC=NC1=2)=[N+](C)C)C.F[P-](F)(F)(F)(F)F.[NH2:25][CH2:26][C:27]1[C:28]([F:44])=[C:29]([O:34][C:35]2[CH:36]=[C:37]([CH:40]=[C:41]([Cl:43])[CH:42]=2)[C:38]#[N:39])[C:30]([Cl:33])=[CH:31][CH:32]=1.[CH3:45][C:46]([O:49][C:50]([NH:52][C:53]1[CH:54]=[C:55]2[C:59](=[CH:60][CH:61]=1)[NH:58][C:57]([C:62](O)=[O:63])=[CH:56]2)=[O:51])([CH3:48])[CH3:47].C(N(C(C)C)CC)(C)C, predict the reaction product. The product is: [Cl:33][C:30]1[CH:31]=[CH:32][C:27]([CH2:26][NH:25][C:62]([C:57]2[NH:58][C:59]3[C:55]([CH:56]=2)=[CH:54][C:53]([NH:52][C:50](=[O:51])[O:49][C:46]([CH3:47])([CH3:45])[CH3:48])=[CH:61][CH:60]=3)=[O:63])=[C:28]([F:44])[C:29]=1[O:34][C:35]1[CH:36]=[C:37]([C:38]#[N:39])[CH:40]=[C:41]([Cl:43])[CH:42]=1. (2) Given the reactants [CH3:1][N:2]([CH2:20][CH2:21][C:22]1[CH:27]=[CH:26][C:25]([O:28][C:29]2[CH:34]=[CH:33][CH:32]=[CH:31][CH:30]=2)=[CH:24][CH:23]=1)[CH:3]1[CH2:8][CH2:7][N:6]([CH2:9][C:10]2[CH:19]=[CH:18][C:13]([C:14]([O:16]C)=[O:15])=[CH:12][CH:11]=2)[CH2:5][CH2:4]1.[OH-].[Li+].C(O)(C(F)(F)F)=O, predict the reaction product. The product is: [CH3:1][N:2]([CH2:20][CH2:21][C:22]1[CH:23]=[CH:24][C:25]([O:28][C:29]2[CH:30]=[CH:31][CH:32]=[CH:33][CH:34]=2)=[CH:26][CH:27]=1)[CH:3]1[CH2:4][CH2:5][N:6]([CH2:9][C:10]2[CH:19]=[CH:18][C:13]([C:14]([OH:16])=[O:15])=[CH:12][CH:11]=2)[CH2:7][CH2:8]1. (3) The product is: [CH3:24][O:23][C:13]1[C:11]2[N:12]=[C:8]([NH:7][C:5](=[O:6])[C:4]3[CH:25]=[CH:26][N:27]=[C:2]([O:30][CH2:31][CH2:32][N:33]4[CH2:38][CH2:37][O:36][CH2:35][CH2:34]4)[CH:3]=3)[S:9][C:10]=2[C:16]([N:17]2[CH2:22][CH2:21][O:20][CH2:19][CH2:18]2)=[CH:15][CH:14]=1. Given the reactants Br[C:2]1[CH:3]=[C:4]([CH:25]=[CH:26][N:27]=1)[C:5]([NH:7][C:8]1[S:9][C:10]2[C:16]([N:17]3[CH2:22][CH2:21][O:20][CH2:19][CH2:18]3)=[CH:15][CH:14]=[C:13]([O:23][CH3:24])[C:11]=2[N:12]=1)=[O:6].[H-].[Na+].[OH:30][CH2:31][CH2:32][N:33]1[CH2:38][CH2:37][O:36][CH2:35][CH2:34]1, predict the reaction product. (4) Given the reactants Br[C:2]1[CH:3]=[C:4]2[C:9](=[CH:10][CH:11]=1)[C:8](=[O:12])[N:7]([CH2:13][C:14]1[CH:19]=[CH:18][C:17]([O:20][CH3:21])=[CH:16][CH:15]=1)[CH2:6][CH2:5]2.[Cl-].[C:23]([O:27][C:28](=[O:31])[CH2:29][Zn+])([CH3:26])([CH3:25])[CH3:24], predict the reaction product. The product is: [C:23]([O:27][C:28](=[O:31])[CH2:29][C:2]1[CH:3]=[C:4]2[C:9](=[CH:10][CH:11]=1)[C:8](=[O:12])[N:7]([CH2:13][C:14]1[CH:19]=[CH:18][C:17]([O:20][CH3:21])=[CH:16][CH:15]=1)[CH2:6][CH2:5]2)([CH3:26])([CH3:25])[CH3:24]. (5) Given the reactants [F:1][C:2]([F:12])([F:11])[O:3][C:4]1[CH:10]=[CH:9][CH:8]=[CH:7][C:5]=1[NH2:6].P(=O)(O)(O)O.[N+]([O-])(O)=O.[N:22]([O-])=O.[Na+].C([O-])(=O)C.[K+].[C:31]([CH2:34][C:35](=[O:37])[CH3:36])(=[O:33])[CH3:32], predict the reaction product. The product is: [F:1][C:2]([F:11])([F:12])[O:3][C:4]1[CH:10]=[CH:9][CH:8]=[CH:7][C:5]=1[NH:6][N:22]=[C:34]([C:35](=[O:37])[CH3:36])[C:31](=[O:33])[CH3:32]. (6) Given the reactants [H-].[Na+].[SH:3][C:4]1[O:5][C:6]2[CH:12]=[CH:11][CH:10]=[CH:9][C:7]=2[N:8]=1.CN(C=O)C.CS(O[CH2:23][C:24]1([CH3:35])[O:28][C:27]2=[N:29][C:30]([N+:32]([O-:34])=[O:33])=[CH:31][N:26]2[CH2:25]1)(=O)=O, predict the reaction product. The product is: [CH3:23][C:24]1([CH2:35][S:3][C:4]2[O:5][C:6]3[CH:12]=[CH:11][CH:10]=[CH:9][C:7]=3[N:8]=2)[O:28][C:27]2=[N:29][C:30]([N+:32]([O-:34])=[O:33])=[CH:31][N:26]2[CH2:25]1. (7) Given the reactants [C:1]1([CH:7]2[CH2:12][CH2:11][N:10]([CH2:13][C:14]3[S:18][C:17]([NH:19]C(=O)OC(C)(C)C)=[N:16][CH:15]=3)[CH2:9][CH2:8]2)[CH:6]=[CH:5][CH:4]=[CH:3][CH:2]=1.[H-].[H-].[H-].[H-].[Li+].[Al+3].[CH2:33]1COCC1, predict the reaction product. The product is: [CH3:33][C:15]1[N:16]=[C:17]([NH2:19])[S:18][C:14]=1[CH2:13][N:10]1[CH2:9][CH2:8][CH:7]([C:1]2[CH:2]=[CH:3][CH:4]=[CH:5][CH:6]=2)[CH2:12][CH2:11]1.